This data is from NCI-60 drug combinations with 297,098 pairs across 59 cell lines. The task is: Regression. Given two drug SMILES strings and cell line genomic features, predict the synergy score measuring deviation from expected non-interaction effect. (1) Drug 1: C1C(C(OC1N2C=NC3=C(N=C(N=C32)Cl)N)CO)O. Drug 2: CC(C)CN1C=NC2=C1C3=CC=CC=C3N=C2N. Cell line: SF-539. Synergy scores: CSS=7.49, Synergy_ZIP=-3.99, Synergy_Bliss=-3.42, Synergy_Loewe=-2.71, Synergy_HSA=-4.22. (2) Drug 1: C1=C(C(=O)NC(=O)N1)N(CCCl)CCCl. Drug 2: CCCCC(=O)OCC(=O)C1(CC(C2=C(C1)C(=C3C(=C2O)C(=O)C4=C(C3=O)C=CC=C4OC)O)OC5CC(C(C(O5)C)O)NC(=O)C(F)(F)F)O. Cell line: IGROV1. Synergy scores: CSS=18.9, Synergy_ZIP=-5.69, Synergy_Bliss=-4.17, Synergy_Loewe=-3.21, Synergy_HSA=-3.07.